Task: Predict the reaction yield, written as a fraction of the theoretical maximum amount of product (1.0 means a 100% yield; for example, 0.34 means a 34% yield).. Dataset: Reaction yield outcomes from USPTO patents with 853,638 reactions The reactants are [Cl:1][C:2]1[CH:8]=[C:7]([O:9][C:10]2[C:19]3[C:14](=[CH:15][C:16]([O:22][CH3:23])=[C:17]([O:20][CH3:21])[CH:18]=3)[N:13]=[CH:12][N:11]=2)[CH:6]=[CH:5][C:3]=1[NH2:4].Cl[C:25](Cl)([O:27][C:28](=[O:34])OC(Cl)(Cl)Cl)Cl.[CH:36]1(CO)[CH2:38][CH2:37]1.C(=O)(O)[O-].[Na+]. The catalyst is C(Cl)Cl.C(N(CC)CC)C.C1(C)C=CC=CC=1. The product is [Cl:1][C:2]1[CH:8]=[C:7]([O:9][C:10]2[C:19]3[C:14](=[CH:15][C:16]([O:22][CH3:23])=[C:17]([O:20][CH3:21])[CH:18]=3)[N:13]=[CH:12][N:11]=2)[CH:6]=[CH:5][C:3]=1[NH:4][C:28](=[O:34])[O:27][CH2:25][CH:36]1[CH2:38][CH2:37]1. The yield is 0.650.